This data is from NCI-60 drug combinations with 297,098 pairs across 59 cell lines. The task is: Regression. Given two drug SMILES strings and cell line genomic features, predict the synergy score measuring deviation from expected non-interaction effect. (1) Drug 1: C1C(C(OC1N2C=C(C(=O)NC2=O)F)CO)O. Drug 2: CC1CCC2CC(C(=CC=CC=CC(CC(C(=O)C(C(C(=CC(C(=O)CC(OC(=O)C3CCCCN3C(=O)C(=O)C1(O2)O)C(C)CC4CCC(C(C4)OC)OCCO)C)C)O)OC)C)C)C)OC. Cell line: ACHN. Synergy scores: CSS=22.1, Synergy_ZIP=-0.0111, Synergy_Bliss=-0.00919, Synergy_Loewe=-15.0, Synergy_HSA=-1.67. (2) Drug 1: C1=NC2=C(N1)C(=S)N=C(N2)N. Drug 2: CCCS(=O)(=O)NC1=C(C(=C(C=C1)F)C(=O)C2=CNC3=C2C=C(C=N3)C4=CC=C(C=C4)Cl)F. Cell line: DU-145. Synergy scores: CSS=34.1, Synergy_ZIP=2.27, Synergy_Bliss=2.73, Synergy_Loewe=-11.7, Synergy_HSA=0.662.